This data is from Catalyst prediction with 721,799 reactions and 888 catalyst types from USPTO. The task is: Predict which catalyst facilitates the given reaction. (1) Reactant: Cl[C:2]1[N:7]=[C:6]([NH:8][C@H:9]([C:13]2[CH:18]=[CH:17][CH:16]=[CH:15][CH:14]=2)[C:10]([NH2:12])=[O:11])[CH:5]=[N:4][C:3]=1[C:19]#[N:20].[NH2:21][C:22]1[CH:23]=[C:24]2[C:29](=[CH:30][CH:31]=1)[N:28]=[CH:27][CH:26]=[CH:25]2.C([O-])([O-])=O.[K+].[K+].C1C=CC(P(C2C(C3C(P(C4C=CC=CC=4)C4C=CC=CC=4)=CC=C4C=3C=CC=C4)=C3C(C=CC=C3)=CC=2)C2C=CC=CC=2)=CC=1. Product: [C:19]([C:3]1[N:4]=[CH:5][C:6]([NH:8][C@H:9]([C:13]2[CH:18]=[CH:17][CH:16]=[CH:15][CH:14]=2)[C:10]([NH2:12])=[O:11])=[N:7][C:2]=1[NH:21][C:22]1[CH:23]=[C:24]2[C:29](=[CH:30][CH:31]=1)[N:28]=[CH:27][CH:26]=[CH:25]2)#[N:20]. The catalyst class is: 231. (2) Product: [ClH:32].[CH2:15]([O:14][C:10]1[C:9]([OH:17])=[C:8]2[C:13]([C:4]([CH2:25][C:24]3[CH:23]=[C:22]([F:21])[C:29]([F:30])=[C:28]([F:31])[CH:27]=3)=[CH:5][N:6]=[CH:7]2)=[CH:12][CH:11]=1)[CH3:16]. Reactant: C(O[CH:4](OCC)[CH2:5][NH:6][CH2:7][C:8]1[CH:13]=[CH:12][CH:11]=[C:10]([O:14][CH2:15][CH3:16])[C:9]=1[OH:17])C.[F:21][C:22]1[CH:23]=[C:24]([CH:27]=[C:28]([F:31])[C:29]=1[F:30])[CH:25]=O.[ClH:32].[NH4+].[OH-].CO. The catalyst class is: 88.